Dataset: Retrosynthesis with 50K atom-mapped reactions and 10 reaction types from USPTO. Task: Predict the reactants needed to synthesize the given product. (1) Given the product CC(C)NC(=O)c1c[nH]nc1-c1nc2ccccc2[nH]1, predict the reactants needed to synthesize it. The reactants are: CC(C)N.CCOC(=O)c1c[nH]nc1-c1nc2ccccc2[nH]1. (2) Given the product CC(C)S(=O)(=O)c1ncccc1-c1ccc(-c2cnc3[nH]ccc3c2)c(F)c1, predict the reactants needed to synthesize it. The reactants are: CC(C)S(=O)(=O)c1ncccc1Br.CC1(C)OB(c2ccc(-c3cnc4[nH]ccc4c3)c(F)c2)OC1(C)C. (3) Given the product O=C(c1ccc(OCc2cnccn2)cc1)N1CCC[C@H]1CN1CCCC1, predict the reactants needed to synthesize it. The reactants are: O=C(c1ccc(O)cc1)N1CCC[C@H]1CN1CCCC1.OCc1cnccn1. (4) Given the product Oc1ccc(C(=C2C3CCCC2CCC3)c2ccc(Br)cc2)cc1, predict the reactants needed to synthesize it. The reactants are: O=C(c1ccc(O)cc1)c1ccc(Br)cc1.O=C1C2CCCC1CCC2. (5) The reactants are: O=C(Cl)c1ccc([N+](=O)[O-])cc1O.c1ccc(CC2CCNCC2)cc1. Given the product O=C(c1ccc([N+](=O)[O-])cc1O)N1CCC(Cc2ccccc2)CC1, predict the reactants needed to synthesize it. (6) Given the product Cc1nnc2n1-c1sc(CCc3ccc(O)cc3)cc1C(c1ccccc1Cl)=NC2, predict the reactants needed to synthesize it. The reactants are: COc1ccc(CCc2cc3c(s2)-n2c(C)nnc2CN=C3c2ccccc2Cl)cc1.